This data is from Peptide-MHC class II binding affinity with 134,281 pairs from IEDB. The task is: Regression. Given a peptide amino acid sequence and an MHC pseudo amino acid sequence, predict their binding affinity value. This is MHC class II binding data. (1) The peptide sequence is STVASAQIHLYYN. The MHC is DRB1_0401 with pseudo-sequence DRB1_0401. The binding affinity (normalized) is 0. (2) The peptide sequence is DEARRMWASAQNISG. The MHC is DRB1_0405 with pseudo-sequence DRB1_0405. The binding affinity (normalized) is 0.580.